The task is: Predict the reaction yield, written as a fraction of the theoretical maximum amount of product (1.0 means a 100% yield; for example, 0.34 means a 34% yield).. This data is from Reaction yield outcomes from USPTO patents with 853,638 reactions. (1) The reactants are [CH2:1]([OH:6])[CH2:2][C@@H:3]([OH:5])[CH3:4].N1C=CC=CC=1.[C:13](Cl)(=[O:20])[C:14]1[CH:19]=[CH:18][CH:17]=[CH:16][CH:15]=1.[CH3:22][S:23](Cl)(=[O:25])=[O:24].C(N(CC)CC)C. The catalyst is ClCCl. The product is [C:13]([O:6][CH2:1][CH2:2][C@@H:3]([O:5][S:23]([CH3:22])(=[O:25])=[O:24])[CH3:4])(=[O:20])[C:14]1[CH:19]=[CH:18][CH:17]=[CH:16][CH:15]=1. The yield is 0.490. (2) The product is [F:31][C:28]1[CH:29]=[CH:30][C:25]([O:24][C:22](=[O:23])[N:21]([C@@H:19]2[C@@H:18]([C:34]3[CH:39]=[CH:38][C:37]([Cl:40])=[CH:36][CH:35]=3)[CH2:17][N:16]([C:14]([CH:11]3[CH2:12][CH2:13][NH:8][CH2:9][CH2:10]3)=[O:15])[CH2:20]2)[CH2:32][CH3:33])=[CH:26][CH:27]=1. The reactants are C(OC([N:8]1[CH2:13][CH2:12][CH:11]([C:14]([N:16]2[CH2:20][C@H:19]([N:21]([CH2:32][CH3:33])[C:22]([O:24][C:25]3[CH:30]=[CH:29][C:28]([F:31])=[CH:27][CH:26]=3)=[O:23])[C@@H:18]([C:34]3[CH:39]=[CH:38][C:37]([Cl:40])=[CH:36][CH:35]=3)[CH2:17]2)=[O:15])[CH2:10][CH2:9]1)=O)(C)(C)C.C(O)(C(F)(F)F)=O.O.[OH-].[Na+]. The yield is 0.870. The catalyst is C(Cl)Cl. (3) The reactants are [NH2:1][C:2]1[CH:3]=[CH:4][C:5]([F:12])=[C:6]([CH:11]=1)[C:7]([O:9][CH3:10])=[O:8].[F:13][C:14]1[CH:19]=[CH:18][CH:17]=[C:16]([F:20])[C:15]=1[S:21](Cl)(=[O:23])=[O:22]. No catalyst specified. The product is [F:13][C:14]1[CH:19]=[CH:18][CH:17]=[C:16]([F:20])[C:15]=1[S:21]([NH:1][C:2]1[CH:3]=[CH:4][C:5]([F:12])=[C:6]([CH:11]=1)[C:7]([O:9][CH3:10])=[O:8])(=[O:23])=[O:22]. The yield is 1.00. (4) The reactants are [CH:1]1([O:7][C:8]2[CH:9]=[CH:10][C:11]3[CH2:12][N:13](C(OC(C)(C)C)=O)[CH2:14][CH2:15][O:16][C:17]=3[N:18]=2)[CH2:6][CH2:5][CH2:4][CH2:3][CH2:2]1.[ClH:26].C(OCC)(=O)C. No catalyst specified. The product is [ClH:26].[CH:1]1([O:7][C:8]2[CH:9]=[CH:10][C:11]3[CH2:12][NH:13][CH2:14][CH2:15][O:16][C:17]=3[N:18]=2)[CH2:2][CH2:3][CH2:4][CH2:5][CH2:6]1. The yield is 0.500.